This data is from Reaction yield outcomes from USPTO patents with 853,638 reactions. The task is: Predict the reaction yield, written as a fraction of the theoretical maximum amount of product (1.0 means a 100% yield; for example, 0.34 means a 34% yield). (1) The reactants are Br[C:2]1[CH:3]=[C:4]([CH:9]=[CH:10][C:11]=1[CH2:12][NH:13][C@@H:14]([CH2:17][O:18][CH3:19])[CH2:15][OH:16])[C:5]([O:7][CH3:8])=[O:6].C([O-])([O-])=O.[K+].[K+]. The catalyst is C(O)(C)C.[Cu]I. The product is [CH3:19][O:18][CH2:17][C@@H:14]1[NH:13][CH2:12][C:11]2[CH:10]=[CH:9][C:4]([C:5]([O:7][CH3:8])=[O:6])=[CH:3][C:2]=2[O:16][CH2:15]1. The yield is 0.160. (2) The reactants are C([Li])CCC.C(NC(C)C)(C)C.[Si:13]([O:30][CH2:31][C:32]1[C:33]([F:39])=[N:34][C:35]([F:38])=[CH:36][CH:37]=1)([C:26]([CH3:29])([CH3:28])[CH3:27])([C:20]1[CH:25]=[CH:24][CH:23]=[CH:22][CH:21]=1)[C:14]1[CH:19]=[CH:18][CH:17]=[CH:16][CH:15]=1.[C:40](=[O:42])=[O:41]. The catalyst is C1COCC1. The product is [Si:13]([O:30][CH2:31][C:32]1[C:33]([F:39])=[N:34][C:35]([F:38])=[C:36]([CH:37]=1)[C:40]([OH:42])=[O:41])([C:26]([CH3:29])([CH3:28])[CH3:27])([C:14]1[CH:19]=[CH:18][CH:17]=[CH:16][CH:15]=1)[C:20]1[CH:25]=[CH:24][CH:23]=[CH:22][CH:21]=1. The yield is 0.960. (3) The reactants are [OH:1][C:2]1[CH:10]=[CH:9][C:5]([C:6]([OH:8])=O)=[CH:4][CH:3]=1.[NH2:11][C:12]1[CH:17]=[CH:16][C:15]([OH:18])=[CH:14][CH:13]=1.CCN=C=NCCCN(C)C.Cl. The catalyst is CN(C=O)C. The product is [OH:1][C:2]1[CH:3]=[CH:4][C:5]([C:6]([NH:11][C:12]2[CH:17]=[CH:16][C:15]([OH:18])=[CH:14][CH:13]=2)=[O:8])=[CH:9][CH:10]=1. The yield is 0.340. (4) The reactants are [C:1]1([NH:11][C:12](=O)[CH2:13][C:14]2[CH:19]=[CH:18][CH:17]=[C:16]([O:20][CH2:21][C:22]3[CH:27]=[CH:26][CH:25]=[CH:24][CH:23]=3)[CH:15]=2)[C:10]2[C:5](=[CH:6][CH:7]=[CH:8][CH:9]=2)[CH:4]=[CH:3][CH:2]=1. The catalyst is O1CCCC1. The product is [C:1]1([NH:11][CH2:12][CH2:13][C:14]2[CH:19]=[CH:18][CH:17]=[C:16]([O:20][CH2:21][C:22]3[CH:27]=[CH:26][CH:25]=[CH:24][CH:23]=3)[CH:15]=2)[C:10]2[C:5](=[CH:6][CH:7]=[CH:8][CH:9]=2)[CH:4]=[CH:3][CH:2]=1. The yield is 0.940.